The task is: Predict which catalyst facilitates the given reaction.. This data is from Catalyst prediction with 721,799 reactions and 888 catalyst types from USPTO. (1) The catalyst class is: 644. Reactant: CC(C)=O.C(=O)([O-])[O-].[K+].[K+].[CH2:11](Br)/[CH:12]=[C:13](/[CH2:15][CH2:16][CH:17]=[C:18]([CH3:20])[CH3:19])\[CH3:14].[OH:22][C:23]1[CH:33]=[CH:32][C:26]2[N:27]=[C:28]([C:30]#[N:31])[S:29][C:25]=2[CH:24]=1. Product: [CH2:11]([O:22][C:23]1[CH:33]=[CH:32][C:26]2[N:27]=[C:28]([C:30]#[N:31])[S:29][C:25]=2[CH:24]=1)/[CH:12]=[C:13](/[CH2:15][CH2:16][CH:17]=[C:18]([CH3:20])[CH3:19])\[CH3:14]. (2) Product: [OH:1][C:2]1[CH:3]=[C:4]([O:14][C:15]2[CH:16]=[N:17][C:18]([S:21]([CH3:24])(=[O:23])=[O:22])=[CH:19][CH:20]=2)[CH:5]=[C:6]2[C:10]=1[NH:9][C:8]([C:11]([O:13][CH3:27])=[O:12])=[CH:7]2. Reactant: [OH:1][C:2]1[CH:3]=[C:4]([O:14][C:15]2[CH:16]=[N:17][C:18]([S:21]([CH3:24])(=[O:23])=[O:22])=[CH:19][CH:20]=2)[CH:5]=[C:6]2[C:10]=1[NH:9][C:8]([C:11]([OH:13])=[O:12])=[CH:7]2.Cl.O.[CH3:27]O. The catalyst class is: 11.